From a dataset of Catalyst prediction with 721,799 reactions and 888 catalyst types from USPTO. Predict which catalyst facilitates the given reaction. (1) Reactant: Cl.[NH2:2][C:3]1[CH:32]=[CH:31][C:6]2[NH:7][C:8]([C:13]3[C:14](=[O:30])[C@:15]([CH3:29])([CH2:24][CH2:25][CH:26]([CH3:28])[CH3:27])[C:16]4[C:21]([C:22]=3[OH:23])=[CH:20][CH:19]=[CH:18][CH:17]=4)=[N:9][S:10](=[O:12])(=[O:11])[C:5]=2[CH:4]=1.N1C=CC=CC=1.[C:39]1([S:49](Cl)(=[O:51])=[O:50])[C:48]2[C:43](=[CH:44][CH:45]=[CH:46][CH:47]=2)[CH:42]=[CH:41][CH:40]=1. Product: [OH:23][C:22]1[C:21]2[C:16](=[CH:17][CH:18]=[CH:19][CH:20]=2)[C@@:15]([CH3:29])([CH2:24][CH2:25][CH:26]([CH3:28])[CH3:27])[C:14](=[O:30])[C:13]=1[C:8]1[NH:7][C:6]2[CH:31]=[CH:32][C:3]([NH:2][S:49]([C:39]3[C:48]4[C:43](=[CH:44][CH:45]=[CH:46][CH:47]=4)[CH:42]=[CH:41][CH:40]=3)(=[O:51])=[O:50])=[CH:4][C:5]=2[S:10](=[O:12])(=[O:11])[N:9]=1. The catalyst class is: 21. (2) Reactant: [Li+].[OH-].[CH3:3][C:4]1[CH:5]=[C:6]([CH2:11][C:12]([NH:14][C@@H:15]([CH2:20][C:21]2[C:29]3[C:24](=[CH:25][CH:26]=[CH:27][CH:28]=3)[NH:23][CH:22]=2)[C:16]([O:18]C)=[O:17])=[O:13])[CH:7]=[C:8]([CH3:10])[CH:9]=1.O. Product: [CH3:10][C:8]1[CH:7]=[C:6]([CH2:11][C:12]([NH:14][C@@H:15]([CH2:20][C:21]2[C:29]3[C:24](=[CH:25][CH:26]=[CH:27][CH:28]=3)[NH:23][CH:22]=2)[C:16]([OH:18])=[O:17])=[O:13])[CH:5]=[C:4]([CH3:3])[CH:9]=1. The catalyst class is: 5. (3) Reactant: CN(C)C=O.[OH:6][C:7]1[CH:8]=[N:9][C:10]([CH3:13])=[CH:11][CH:12]=1.[H-].[Na+].[CH2:16](Br)[C:17]1[CH:22]=[CH:21][CH:20]=[CH:19][CH:18]=1. Product: [CH2:16]([O:6][C:7]1[CH:12]=[CH:11][C:10]([CH3:13])=[N:9][CH:8]=1)[C:17]1[CH:22]=[CH:21][CH:20]=[CH:19][CH:18]=1. The catalyst class is: 6. (4) Reactant: [Br:1][C:2]1[CH:3]=[C:4]2[C:9](=[CH:10][C:11]=1[O:12][CH3:13])[CH:8]([CH2:14][N:15]1[CH2:20][CH2:19][NH:18][CH2:17][CH2:16]1)[O:7][CH2:6][CH2:5]2.[Br:21][C:22]1[CH:23]=[C:24]2[C:29](=[CH:30][C:31]=1[O:32][CH3:33])[CH:28]([CH:34]=O)[O:27][CH2:26][CH2:25]2.[BH-](OC(C)=O)(OC(C)=O)OC(C)=O.[Na+]. Product: [Br:1][C:2]1[CH:3]=[C:4]2[C:9](=[CH:10][C:11]=1[O:12][CH3:13])[CH:8]([CH2:14][N:15]1[CH2:16][CH2:17][N:18]([CH2:34][CH:28]3[C:29]4[C:24](=[CH:23][C:22]([Br:21])=[C:31]([O:32][CH3:33])[CH:30]=4)[CH2:25][CH2:26][O:27]3)[CH2:19][CH2:20]1)[O:7][CH2:6][CH2:5]2. The catalyst class is: 2. (5) Reactant: Br[C:2]1[CH:14]=[CH:13][C:5]2[O:6][C:7]3[CH:12]=[CH:11][CH:10]=[CH:9][C:8]=3[C:4]=2[CH:3]=1.C([Li])CCC.[B:20](OC)([O:23]C)[O:21]C.Cl. Product: [CH:3]1[C:4]2[C:8]3[CH:9]=[CH:10][CH:11]=[CH:12][C:7]=3[O:6][C:5]=2[CH:13]=[CH:14][C:2]=1[B:20]([OH:23])[OH:21]. The catalyst class is: 392. (6) Reactant: Cl[CH2:2][C:3]1[N:4]=[C:5]([N:9]2[CH2:14][CH2:13][O:12][CH2:11][CH2:10]2)[S:6][C:7]=1[CH3:8].[P:15]([O:22]CC)([O:19][CH2:20][CH3:21])[O:16][CH2:17][CH3:18]. Product: [CH3:8][C:7]1[S:6][C:5]([N:9]2[CH2:14][CH2:13][O:12][CH2:11][CH2:10]2)=[N:4][C:3]=1[CH2:2][P:15](=[O:22])([O:19][CH2:20][CH3:21])[O:16][CH2:17][CH3:18]. The catalyst class is: 370. (7) Reactant: [CH3:1][N:2]1[C:10](=[O:11])[C:9]2[C:4](=[C:5]([C:20]([N:22]3[CH2:26][CH2:25][CH2:24][CH2:23]3)=[O:21])[CH:6]=[CH:7][C:8]=2[NH:12]C(=O)OC(C)(C)C)[CH2:3]1.C(O)(C(F)(F)F)=O. Product: [NH2:12][C:8]1[CH:7]=[CH:6][C:5]([C:20]([N:22]2[CH2:23][CH2:24][CH2:25][CH2:26]2)=[O:21])=[C:4]2[C:9]=1[C:10](=[O:11])[N:2]([CH3:1])[CH2:3]2. The catalyst class is: 2. (8) Reactant: [CH2:1]([O:3][C:4]([C:6]1[CH:14]=[C:13]([OH:15])[C:9]2[CH:10]=[CH:11][O:12][C:8]=2[CH:7]=1)=[O:5])[CH3:2]. Product: [CH2:1]([O:3][C:4]([C:6]1[CH:14]=[C:13]([OH:15])[C:9]2[CH2:10][CH2:11][O:12][C:8]=2[CH:7]=1)=[O:5])[CH3:2]. The catalyst class is: 285.